This data is from Catalyst prediction with 721,799 reactions and 888 catalyst types from USPTO. The task is: Predict which catalyst facilitates the given reaction. (1) Reactant: [CH:1]1([Mg]Cl)[CH2:6][CH2:5][CH2:4][CH2:3][CH2:2]1.CCOCC.[O:14]=[C:15]1[CH:28]=[C:27]([CH:29]=[O:30])[C:26]2[C:17](=[C:18]3[CH2:33][CH2:32][CH2:31][N:20]4[CH2:21][CH2:22][CH2:23][C:24]([CH:25]=2)=[C:19]34)[O:16]1.OC(C1C2C(=C3CCCN4CCCC(C=2)=C34)OC(=O)C=1)C(C)C. Product: [CH:1]1([CH:29]([OH:30])[C:27]2[C:26]3[C:17](=[C:18]4[CH2:33][CH2:32][CH2:31][N:20]5[CH2:21][CH2:22][CH2:23][C:24]([CH:25]=3)=[C:19]45)[O:16][C:15](=[O:14])[CH:28]=2)[CH2:6][CH2:5][CH2:4][CH2:3][CH2:2]1. The catalyst class is: 1. (2) The catalyst class is: 1. Product: [F:7][C:8]1[CH:9]=[C:10]2[C:15](=[CH:16][CH:17]=1)[NH:14][CH2:13][CH2:12][CH2:11]2. Reactant: [H-].[H-].[H-].[H-].[Li+].[Al+3].[F:7][C:8]1[CH:9]=[C:10]2[C:15](=[CH:16][CH:17]=1)[NH:14][C:13](=O)[CH2:12][CH2:11]2. (3) Reactant: [C:1]([O:5][C:6]([N:8]1[C:16]2[C:11](=[CH:12][CH:13]=[CH:14][CH:15]=2)[C:10](/[CH:17]=[CH:18]/[C:19]([OH:21])=O)=[CH:9]1)=[O:7])([CH3:4])([CH3:3])[CH3:2].CCN(CC)CC.C(Cl)(=O)C(C)(C)C.C([Li])CCC.[Li].[C:42]1([C@@H:48]2[CH2:52][O:51][C:50](=[O:53])[NH:49]2)[CH:47]=[CH:46][CH:45]=[CH:44][CH:43]=1. Product: [O:21]=[C:19]([N:49]1[C@H:48]([C:42]2[CH:47]=[CH:46][CH:45]=[CH:44][CH:43]=2)[CH2:52][O:51][C:50]1=[O:53])/[CH:18]=[CH:17]/[C:10]1[C:11]2[C:16](=[CH:15][CH:14]=[CH:13][CH:12]=2)[N:8]([C:6]([O:5][C:1]([CH3:2])([CH3:4])[CH3:3])=[O:7])[CH:9]=1. The catalyst class is: 1. (4) Reactant: [NH2:1][CH2:2][CH2:3][CH3:4].[CH:5]12[O:11][CH:8]([CH2:9][CH2:10]1)[CH:7]1[C:12]([O:14][C:15](=O)[CH:6]21)=[O:13].C(N(CC)CC)C. Product: [CH2:2]([N:1]1[C:15](=[O:14])[CH:6]2[CH:7]([CH:8]3[O:11][CH:5]2[CH2:10][CH2:9]3)[C:12]1=[O:13])[CH2:3][CH3:4]. The catalyst class is: 260.